This data is from NCI-60 drug combinations with 297,098 pairs across 59 cell lines. The task is: Regression. Given two drug SMILES strings and cell line genomic features, predict the synergy score measuring deviation from expected non-interaction effect. (1) Drug 1: C1=CC(=CC=C1CCCC(=O)O)N(CCCl)CCCl. Drug 2: CC1C(C(CC(O1)OC2CC(OC(C2O)C)OC3=CC4=CC5=C(C(=O)C(C(C5)C(C(=O)C(C(C)O)O)OC)OC6CC(C(C(O6)C)O)OC7CC(C(C(O7)C)O)OC8CC(C(C(O8)C)O)(C)O)C(=C4C(=C3C)O)O)O)O. Cell line: K-562. Synergy scores: CSS=25.6, Synergy_ZIP=5.55, Synergy_Bliss=4.81, Synergy_Loewe=3.84, Synergy_HSA=4.32. (2) Drug 1: C(=O)(N)NO. Drug 2: C(CN)CNCCSP(=O)(O)O. Cell line: SF-268. Synergy scores: CSS=-0.711, Synergy_ZIP=-0.139, Synergy_Bliss=-0.208, Synergy_Loewe=-1.44, Synergy_HSA=-1.02. (3) Drug 1: COC1=C(C=C2C(=C1)N=CN=C2NC3=CC(=C(C=C3)F)Cl)OCCCN4CCOCC4. Drug 2: CC1CCC2CC(C(=CC=CC=CC(CC(C(=O)C(C(C(=CC(C(=O)CC(OC(=O)C3CCCCN3C(=O)C(=O)C1(O2)O)C(C)CC4CCC(C(C4)OC)OCCO)C)C)O)OC)C)C)C)OC. Cell line: MDA-MB-231. Synergy scores: CSS=22.0, Synergy_ZIP=-2.54, Synergy_Bliss=-0.217, Synergy_Loewe=2.36, Synergy_HSA=3.34. (4) Drug 1: CC1=C2C(C(=O)C3(C(CC4C(C3C(C(C2(C)C)(CC1OC(=O)C(C(C5=CC=CC=C5)NC(=O)OC(C)(C)C)O)O)OC(=O)C6=CC=CC=C6)(CO4)OC(=O)C)OC)C)OC. Drug 2: C1=NC2=C(N=C(N=C2N1C3C(C(C(O3)CO)O)O)F)N. Cell line: SK-OV-3. Synergy scores: CSS=41.1, Synergy_ZIP=4.22, Synergy_Bliss=2.57, Synergy_Loewe=-9.92, Synergy_HSA=2.86. (5) Drug 1: CC1=C(C=C(C=C1)NC2=NC=CC(=N2)N(C)C3=CC4=NN(C(=C4C=C3)C)C)S(=O)(=O)N.Cl. Drug 2: CC1=C(C=C(C=C1)C(=O)NC2=CC(=CC(=C2)C(F)(F)F)N3C=C(N=C3)C)NC4=NC=CC(=N4)C5=CN=CC=C5. Cell line: HOP-92. Synergy scores: CSS=9.07, Synergy_ZIP=-0.736, Synergy_Bliss=2.91, Synergy_Loewe=3.25, Synergy_HSA=3.00. (6) Drug 1: CC1OCC2C(O1)C(C(C(O2)OC3C4COC(=O)C4C(C5=CC6=C(C=C35)OCO6)C7=CC(=C(C(=C7)OC)O)OC)O)O. Drug 2: C1=C(C(=O)NC(=O)N1)F. Cell line: MDA-MB-435. Synergy scores: CSS=27.4, Synergy_ZIP=-5.51, Synergy_Bliss=-7.00, Synergy_Loewe=-5.60, Synergy_HSA=-4.89. (7) Drug 1: C1=CC(=CC=C1CCCC(=O)O)N(CCCl)CCCl. Drug 2: C1=CN(C(=O)N=C1N)C2C(C(C(O2)CO)O)O.Cl. Cell line: LOX IMVI. Synergy scores: CSS=32.8, Synergy_ZIP=-11.3, Synergy_Bliss=1.03, Synergy_Loewe=2.57, Synergy_HSA=5.10. (8) Drug 1: CC(CN1CC(=O)NC(=O)C1)N2CC(=O)NC(=O)C2. Drug 2: CNC(=O)C1=NC=CC(=C1)OC2=CC=C(C=C2)NC(=O)NC3=CC(=C(C=C3)Cl)C(F)(F)F. Cell line: SNB-19. Synergy scores: CSS=49.7, Synergy_ZIP=3.16, Synergy_Bliss=4.66, Synergy_Loewe=-1.58, Synergy_HSA=2.97. (9) Drug 1: CC1C(C(CC(O1)OC2CC(CC3=C2C(=C4C(=C3O)C(=O)C5=C(C4=O)C(=CC=C5)OC)O)(C(=O)C)O)N)O.Cl. Synergy scores: CSS=31.9, Synergy_ZIP=-2.34, Synergy_Bliss=1.07, Synergy_Loewe=-21.0, Synergy_HSA=-1.38. Cell line: SF-268. Drug 2: C1=CC=C(C(=C1)C(C2=CC=C(C=C2)Cl)C(Cl)Cl)Cl. (10) Drug 1: CC(C1=C(C=CC(=C1Cl)F)Cl)OC2=C(N=CC(=C2)C3=CN(N=C3)C4CCNCC4)N. Drug 2: CC1=C(C=C(C=C1)NC2=NC=CC(=N2)N(C)C3=CC4=NN(C(=C4C=C3)C)C)S(=O)(=O)N.Cl. Cell line: NCIH23. Synergy scores: CSS=14.5, Synergy_ZIP=-4.69, Synergy_Bliss=0.600, Synergy_Loewe=-11.9, Synergy_HSA=0.297.